This data is from Reaction yield outcomes from USPTO patents with 853,638 reactions. The task is: Predict the reaction yield, written as a fraction of the theoretical maximum amount of product (1.0 means a 100% yield; for example, 0.34 means a 34% yield). (1) The reactants are [Cl:1][C:2]1[C:3]2[CH:11]=[CH:10][NH:9][C:4]=2[N:5]=[C:6](N)[N:7]=1.[Sb](Cl)(Cl)[Cl:13].C(ON=O)(C)(C)C. The catalyst is ClCCCl.C(Cl)(Cl)Cl. The product is [Cl:13][C:6]1[N:7]=[C:2]([Cl:1])[C:3]2[CH:11]=[CH:10][NH:9][C:4]=2[N:5]=1. The yield is 0.430. (2) The reactants are Br[Si](C)(C)C.[C:6]([NH:9][C@@H:10]1[C@@H:15]([NH:16][C:17]([NH:26]C(OC(C)(C)C)=O)=[N:18]C(OC(C)(C)C)=O)[CH2:14][C:13]([P:34]([O:39]CC)(=[O:38])[O:35]CC)=[CH:12][C@H:11]1[O:42][CH:43]([CH2:46][CH3:47])[CH2:44][CH3:45])(=[O:8])[CH3:7]. The yield is 0.720. The product is [C:6]([NH:9][C@@H:10]1[C@@H:15]([NH:16][C:17]([NH2:26])=[NH:18])[CH2:14][C:13]([P:34]([O-:39])(=[O:35])[O-:38])=[CH:12][C@H:11]1[O:42][CH:43]([CH2:44][CH3:45])[CH2:46][CH3:47])(=[O:8])[CH3:7].[NH4+:9].[NH4+:9]. The catalyst is C(Cl)(Cl)Cl. (3) The reactants are [BH4-].[Na+].[CH3:3][C:4]1[CH:5]=[C:6]([CH:10]=[C:11]([CH3:16])[C:12]=1[N+:13]([O-:15])=[O:14])[C:7](O)=[O:8].B(F)(F)F.CCOCC.O. The catalyst is C1COCC1. The product is [CH3:16][C:11]1[CH:10]=[C:6]([CH2:7][OH:8])[CH:5]=[C:4]([CH3:3])[C:12]=1[N+:13]([O-:15])=[O:14]. The yield is 1.02.